Dataset: Full USPTO retrosynthesis dataset with 1.9M reactions from patents (1976-2016). Task: Predict the reactants needed to synthesize the given product. Given the product [Br:11][CH2:9][C:8]([C:5]1[CH:6]=[CH:7][C:2]([I:1])=[CH:3][CH:4]=1)=[O:10], predict the reactants needed to synthesize it. The reactants are: [I:1][C:2]1[CH:7]=[CH:6][C:5]([C:8](=[O:10])[CH3:9])=[CH:4][CH:3]=1.[Br:11]Br.Br.